Dataset: Forward reaction prediction with 1.9M reactions from USPTO patents (1976-2016). Task: Predict the product of the given reaction. (1) Given the reactants [C:1]([O:5][C:6]([NH:8][C@@H:9]1[CH2:11][C@H:10]1[C:12]1[CH:13]=[C:14]([C:18]([O:20]C)=[O:19])[S:15][C:16]=1[CH3:17])=[O:7])([CH3:4])([CH3:3])[CH3:2].[OH-].[Na+].Cl, predict the reaction product. The product is: [C:1]([O:5][C:6]([NH:8][C@@H:9]1[CH2:11][C@H:10]1[C:12]1[CH:13]=[C:14]([C:18]([OH:20])=[O:19])[S:15][C:16]=1[CH3:17])=[O:7])([CH3:4])([CH3:2])[CH3:3]. (2) Given the reactants [CH2:1]([O:8][NH:9][C:10](=[O:32])[CH2:11][C@H:12]([C:22]1[O:23][C:24]([CH3:31])=[C:25]([C:27]([O:29]C)=O)[N:26]=1)[CH2:13][CH2:14][CH2:15][CH:16]1[CH2:21][CH2:20][CH2:19][CH2:18][CH2:17]1)[C:2]1[CH:7]=[CH:6][CH:5]=[CH:4][CH:3]=1.O.O[N:35]1C2C=CC=CC=2N=N1.CN1CCOCC1.Cl.CN(C)CCCN=C=NCC.N, predict the reaction product. The product is: [NH3:9].[CH2:1]([O:8][NH:9][C:10](=[O:32])[CH2:11][C@H:12]([C:22]1[O:23][C:24]([CH3:31])=[C:25]([C:27]([NH2:35])=[O:29])[N:26]=1)[CH2:13][CH2:14][CH2:15][CH:16]1[CH2:17][CH2:18][CH2:19][CH2:20][CH2:21]1)[C:2]1[CH:3]=[CH:4][CH:5]=[CH:6][CH:7]=1. (3) Given the reactants C[O:2][C:3]1[C:8]([C:9]2[CH:18]=[CH:17][C:16]([N+:19]([O-:21])=[O:20])=[CH:15][C:10]=2[C:11]([O:13][CH3:14])=[O:12])=[CH:7][CH:6]=[CH:5][N:4]=1.B(Br)(Br)Br.C(OCC)(=O)C, predict the reaction product. The product is: [OH:2][C:3]1[C:8]([C:9]2[CH:18]=[CH:17][C:16]([N+:19]([O-:21])=[O:20])=[CH:15][C:10]=2[C:11]([O:13][CH3:14])=[O:12])=[CH:7][CH:6]=[CH:5][N:4]=1.